The task is: Predict which catalyst facilitates the given reaction.. This data is from Catalyst prediction with 721,799 reactions and 888 catalyst types from USPTO. Reactant: [Cl:1][C:2]1[C:3]([N:30]([CH3:32])[CH3:31])=[CH:4][C:5]2[O:10][CH:9]([C:11]([N:13]3[CH2:18][CH2:17][C:16]([CH2:21][C:22]4[CH:27]=[CH:26][C:25]([F:28])=[CH:24][CH:23]=4)([C:19]#[N:20])[CH2:15][CH2:14]3)=[O:12])[CH2:8][NH:7][C:6]=2[CH:29]=1.C([O-])([O-])=O.[K+].[K+].[N:39]#[C:40]Br. Product: [Cl:1][C:2]1[C:3]([N:30]([CH3:31])[CH3:32])=[CH:4][C:5]2[O:10][CH:9]([C:11]([N:13]3[CH2:14][CH2:15][C:16]([C:19]#[N:20])([CH2:21][C:22]4[CH:23]=[CH:24][C:25]([F:28])=[CH:26][CH:27]=4)[CH2:17][CH2:18]3)=[O:12])[CH2:8][N:7]([C:40]#[N:39])[C:6]=2[CH:29]=1. The catalyst class is: 18.